Task: Predict the product of the given reaction.. Dataset: Forward reaction prediction with 1.9M reactions from USPTO patents (1976-2016) (1) Given the reactants C([O:3][C:4]([C:6]1[CH:10]=[C:9]([C:11]2[O:12][CH:13]=[CH:14][CH:15]=2)[O:8][N:7]=1)=[O:5])C.[OH-].[Li+], predict the reaction product. The product is: [O:12]1[CH:13]=[CH:14][CH:15]=[C:11]1[C:9]1[O:8][N:7]=[C:6]([C:4]([OH:5])=[O:3])[CH:10]=1. (2) Given the reactants [N:1]([C@@H:4]1[C:16]2[C:8](=[CH:9][C:10]3[O:14][CH2:13][O:12][C:11]=3[CH:15]=2)[C@@H:7]([C:17]2[CH:22]=[C:21]([O:23][CH3:24])[C:20]([O:25][CH2:26][C:27]3[CH:32]=[CH:31][CH:30]=[CH:29][CH:28]=3)=[C:19]([O:33][CH3:34])[CH:18]=2)[C@H:6]2[C:35](=[O:38])[O:36][CH2:37][C@H:5]12)=[N+]=[N-].C1C=CC(P(C2C=CC=CC=2)C2C=CC=CC=2)=CC=1, predict the reaction product. The product is: [NH2:1][C@@H:4]1[C:16]2[C:8](=[CH:9][C:10]3[O:14][CH2:13][O:12][C:11]=3[CH:15]=2)[C@@H:7]([C:17]2[CH:18]=[C:19]([O:33][CH3:34])[C:20]([O:25][CH2:26][C:27]3[CH:32]=[CH:31][CH:30]=[CH:29][CH:28]=3)=[C:21]([O:23][CH3:24])[CH:22]=2)[C@H:6]2[C:35](=[O:38])[O:36][CH2:37][C@H:5]12. (3) Given the reactants [F:1][C:2]([F:30])([F:29])[C:3]1[CH:8]=[CH:7][C:6]([C:9]2[CH:14]=[CH:13][CH:12]=[CH:11][C:10]=2[C:15]([NH:17][C:18]2[CH:28]=[CH:27][C:21]([C:22](OCC)=[O:23])=[CH:20][N:19]=2)=[O:16])=[CH:5][CH:4]=1.[NH2:31][CH2:32][C:33]1[CH:38]=[CH:37][CH:36]=[CH:35][N:34]=1.Cl.C(=O)([O-])[O-].[K+].[K+], predict the reaction product. The product is: [N:34]1[CH:35]=[CH:36][CH:37]=[CH:38][C:33]=1[CH2:32][NH:31][C:22](=[O:23])[C:21]1[CH:27]=[CH:28][C:18]([NH:17][C:15]([C:10]2[CH:11]=[CH:12][CH:13]=[CH:14][C:9]=2[C:6]2[CH:7]=[CH:8][C:3]([C:2]([F:29])([F:1])[F:30])=[CH:4][CH:5]=2)=[O:16])=[N:19][CH:20]=1. (4) Given the reactants [Cl:1][C:2]1[CH:3]=[C:4]([CH:8]2[C:17]3[C:12](=[CH:13][CH:14]=[CH:15][CH:16]=3)[NH:11][C:10](=[O:18])[CH2:9]2)[CH:5]=[CH:6][CH:7]=1.[Cl:19][C:20]1[CH:28]=[CH:27][C:23]([C:24](O)=[O:25])=[CH:22][CH:21]=1, predict the reaction product. The product is: [Cl:19][C:20]1[CH:28]=[CH:27][C:23]([C:24]([C:15]2[CH:16]=[C:17]3[C:12](=[CH:13][CH:14]=2)[NH:11][C:10](=[O:18])[CH2:9][CH:8]3[C:4]2[CH:5]=[CH:6][CH:7]=[C:2]([Cl:1])[CH:3]=2)=[O:25])=[CH:22][CH:21]=1. (5) Given the reactants [Br:1][C:2]1[CH:9]=[CH:8][C:5]([CH2:6]Br)=[CH:4][CH:3]=1.[CH3:10][S:11]([O-:13])=[O:12].[Na+], predict the reaction product. The product is: [Br:1][C:2]1[CH:9]=[CH:8][C:5]([CH2:6][S:11]([CH3:10])(=[O:13])=[O:12])=[CH:4][CH:3]=1. (6) Given the reactants [C:1]1(/[CH:7]=[CH:8]/[S:9](Cl)(=[O:11])=[O:10])[CH:6]=[CH:5][CH:4]=[CH:3][CH:2]=1.[CH3:13][O:14][C:15](=[O:25])[CH:16]=[CH:17][C:18]1[CH:23]=[CH:22][CH:21]=[C:20]([NH2:24])[CH:19]=1.C([O-])(O)=O.[Na+], predict the reaction product. The product is: [CH3:13][O:14][C:15](=[O:25])[CH:16]=[CH:17][C:18]1[CH:23]=[CH:22][CH:21]=[C:20]([NH:24][S:9](/[CH:8]=[CH:7]/[C:1]2[CH:6]=[CH:5][CH:4]=[CH:3][CH:2]=2)(=[O:11])=[O:10])[CH:19]=1. (7) Given the reactants [N+:1]([C:4]1[CH:17]=[CH:16][C:7]([CH2:8][CH:9]([C:13]([NH2:15])=[O:14])[C:10]([NH2:12])=[O:11])=[CH:6][CH:5]=1)([O-])=O, predict the reaction product. The product is: [NH2:1][C:4]1[CH:5]=[CH:6][C:7]([CH2:8][CH:9]([C:10]([NH2:12])=[O:11])[C:13]([NH2:15])=[O:14])=[CH:16][CH:17]=1. (8) Given the reactants Br[C:2]1[CH:3]=[C:4]([CH:19]=[CH:20][CH:21]=1)[CH2:5][O:6][C:7]1[CH:12]=[CH:11][CH:10]=[CH:9][C:8]=1[CH2:13][C:14]([O:16][CH2:17][CH3:18])=[O:15].[C:22]([O:26][C:27]([NH:29][CH2:30][C:31]1[CH:32]=[C:33](C2SC(Cl)=C(C(NC3C=C(C)C=CC=3CC(OC(C)(C)C)=O)=O)N=2)[CH:34]=[C:35](F)[CH:36]=1)=[O:28])([CH3:25])([CH3:24])[CH3:23].[O-]P([O-])([O-])=O.[K+].[K+].[K+].ClCCl.CN([CH:76]=[O:77])C, predict the reaction product. The product is: [C:22]([O:26][C:27]([NH:29][C@@H:30]([C:31]1[CH:36]=[C:35]([C:2]2[CH:21]=[CH:20][CH:19]=[C:4]([CH2:5][O:6][C:7]3[CH:12]=[CH:11][CH:10]=[CH:9][C:8]=3[CH2:13][C:14]([O:16][CH2:17][CH3:18])=[O:15])[CH:3]=2)[CH:34]=[CH:33][CH:32]=1)[CH2:76][OH:77])=[O:28])([CH3:23])([CH3:24])[CH3:25]. (9) Given the reactants [C:1]([O:4][C:5](=[O:7])[CH3:6])(=O)[CH3:2].N1C=CC=CC=1.[CH2:14](O)[CH2:15][CH2:16][CH2:17][CH2:18][CH2:19][CH2:20][CH2:21]/[CH:22]=[CH:23]\[CH2:24]/[CH:25]=C/C.CCOC(C)=O, predict the reaction product. The product is: [C:5]([O:4][CH2:1][CH2:2][CH2:25][CH2:24][CH2:23][CH2:22][CH2:21][CH2:20]/[CH:19]=[CH:18]\[CH2:17]/[CH:16]=[CH:15]/[CH3:14])(=[O:7])[CH3:6].